Dataset: Full USPTO retrosynthesis dataset with 1.9M reactions from patents (1976-2016). Task: Predict the reactants needed to synthesize the given product. (1) Given the product [CH3:36][C:31]1[NH:32][C:33]2[C:29]([C:30]=1[CH3:37])=[CH:28][C:27]([NH:26][C:3]([C:5]1[CH:10]=[C:9]([O:11][CH2:12][CH2:13][N:14]3[CH2:15][CH2:16][O:17][CH2:18][CH2:19]3)[N:8]=[C:7]([N:20]3[CH2:25][CH2:24][O:23][CH2:22][CH2:21]3)[N:6]=1)=[O:2])=[CH:35][CH:34]=2, predict the reactants needed to synthesize it. The reactants are: C[O:2][C:3]([C:5]1[CH:10]=[C:9]([O:11][CH2:12][CH2:13][N:14]2[CH2:19][CH2:18][O:17][CH2:16][CH2:15]2)[N:8]=[C:7]([N:20]2[CH2:25][CH2:24][O:23][CH2:22][CH2:21]2)[N:6]=1)=O.[NH2:26][C:27]1[CH:28]=[C:29]2[C:33](=[CH:34][CH:35]=1)[NH:32][C:31]([CH3:36])=[C:30]2[CH3:37].C[Al](C)C. (2) The reactants are: Cl[CH2:2][CH2:3]Cl.[Cl:5][SiH:6]([Cl:8])[Cl:7]. Given the product [Cl:5][Si:6]([Cl:8])([Cl:7])[CH2:2][CH2:3][Si:6]([Cl:8])([Cl:7])[Cl:5], predict the reactants needed to synthesize it. (3) Given the product [C:1]([O:5][C:6]([N:8]1[CH2:12][C@@H:11]([CH2:13][N:14]([CH:31]([CH3:32])[CH3:33])[C:15](=[O:30])[C:16]2[CH:21]=[CH:20][C:19]([O:22][CH3:23])=[C:18]([O:24][CH2:25][CH2:26][CH2:27][O:28][CH3:29])[CH:17]=2)[C@H:10]([OH:34])[CH2:9]1)=[O:7])([CH3:3])([CH3:4])[CH3:2], predict the reactants needed to synthesize it. The reactants are: [C:1]([O:5][C:6]([N:8]1[CH2:12][C@@H:11]([CH2:13][N:14]([CH:31]([CH3:33])[CH3:32])[C:15](=[O:30])[C:16]2[CH:21]=[CH:20][C:19]([O:22][CH3:23])=[C:18]([O:24][CH2:25][CH2:26][CH2:27][O:28][CH3:29])[CH:17]=2)[C@H:10]([O:34][Si](C(C)(C)C)(C)C)[CH2:9]1)=[O:7])([CH3:4])([CH3:3])[CH3:2].O. (4) The reactants are: [NH2:1][C:2]1[CH:17]=[CH:16][C:5]([C:6]([NH:8][C:9]2[CH:14]=[CH:13][C:12]([Br:15])=[CH:11][N:10]=2)=[O:7])=[CH:4][C:3]=1[N+:18]([O-])=O. Given the product [NH2:18][C:3]1[CH:4]=[C:5]([CH:16]=[CH:17][C:2]=1[NH2:1])[C:6]([NH:8][C:9]1[CH:14]=[CH:13][C:12]([Br:15])=[CH:11][N:10]=1)=[O:7], predict the reactants needed to synthesize it. (5) Given the product [CH3:16][C:12]([CH3:17])([CH2:13][CH:14]=[CH2:15])[C:11]#[C:8][C:9]#[N:10], predict the reactants needed to synthesize it. The reactants are: CC(C)([O-])C.[K+].Cl[C:8](=[CH:11][C:12]([CH3:17])([CH3:16])[CH2:13][CH:14]=[CH2:15])[C:9]#[N:10]. (6) Given the product [CH3:29][N:13]1[C:14]([C@@H:16]2[CH2:21][CH2:20][CH2:19][N:18]([C:22]([O:24][C:25]([CH3:26])([CH3:27])[CH3:28])=[O:23])[CH2:17]2)=[N:15][C:11]([C:8]2[CH:9]=[C:10]3[C:5](=[CH:6][CH:7]=2)[NH:4][N:3]=[C:2]3[C:33]2[CH:34]=[CH:35][N:30]=[CH:31][CH:32]=2)=[N:12]1, predict the reactants needed to synthesize it. The reactants are: Br[C:2]1[C:10]2[C:5](=[CH:6][CH:7]=[C:8]([C:11]3[N:15]=[C:14]([C@@H:16]4[CH2:21][CH2:20][CH2:19][N:18]([C:22]([O:24][C:25]([CH3:28])([CH3:27])[CH3:26])=[O:23])[CH2:17]4)[N:13]([CH3:29])[N:12]=3)[CH:9]=2)[NH:4][N:3]=1.[N:30]1[CH:35]=[CH:34][C:33](B(O)O)=[CH:32][CH:31]=1.C(=O)([O-])[O-].[Cs+].[Cs+]. (7) Given the product [CH3:7][C:8]1([CH3:16])[C:10]([CH3:12])([CH3:11])[CH:9]1[C:13]([NH:1][C:2]1[S:3][CH:4]=[CH:5][N:6]=1)=[O:14], predict the reactants needed to synthesize it. The reactants are: [NH2:1][C:2]1[S:3][CH:4]=[CH:5][N:6]=1.[CH3:7][C:8]1([CH3:16])[C:10]([CH3:12])([CH3:11])[CH:9]1[C:13](Cl)=[O:14].C(N(CC)CC)C. (8) The reactants are: Br[C:2]1[CH:7]=[CH:6][C:5]([Br:8])=[CH:4][CH:3]=1.C([Li])CCC.CON(C)[C:17]([CH:19]1[CH2:24][CH2:23][N:22]([C:25]2[N:30]=[CH:29][CH:28]=[CH:27][N:26]=2)[CH2:21][CH2:20]1)=[O:18].C(Cl)Cl. Given the product [Br:8][C:5]1[CH:6]=[CH:7][C:2]([C:17]([CH:19]2[CH2:20][CH2:21][N:22]([C:25]3[N:26]=[CH:27][CH:28]=[CH:29][N:30]=3)[CH2:23][CH2:24]2)=[O:18])=[CH:3][CH:4]=1, predict the reactants needed to synthesize it. (9) Given the product [C:21]([C:23]1[S:27][C:26]([C:2]2[CH:20]=[CH:19][C:5]([O:6][C@@H:7]3[CH2:11][CH2:10][CH2:9][C@@H:8]3[NH:12][S:13]([CH:16]([CH3:18])[CH3:17])(=[O:15])=[O:14])=[CH:4][CH:3]=2)=[CH:25][CH:24]=1)#[N:22], predict the reactants needed to synthesize it. The reactants are: Br[C:2]1[CH:20]=[CH:19][C:5]([O:6][C@@H:7]2[CH2:11][CH2:10][CH2:9][C@@H:8]2[NH:12][S:13]([CH:16]([CH3:18])[CH3:17])(=[O:15])=[O:14])=[CH:4][CH:3]=1.[C:21]([C:23]1[S:27][C:26](B(O)O)=[CH:25][CH:24]=1)#[N:22].C1(P(C2CCCCC2)C2C=CC=CC=2C2C(C(C)C)=CC(C(C)C)=CC=2C(C)C)CCCCC1.[F-].[K+].